This data is from Full USPTO retrosynthesis dataset with 1.9M reactions from patents (1976-2016). The task is: Predict the reactants needed to synthesize the given product. (1) Given the product [C:15]([O:19][C:20](=[O:42])[C@@H:21]([NH:25][S:26]([C:29]1[CH:30]=[CH:31][C:32]([C:35]2[CH:36]=[CH:37][C:38]([NH:41][C:11]([C:9]3[O:10][C:6]4[CH:5]=[CH:4][C:3]([CH3:2])=[CH:14][C:7]=4[N:8]=3)=[O:13])=[CH:39][CH:40]=2)=[CH:33][CH:34]=1)(=[O:28])=[O:27])[CH:22]([CH3:24])[CH3:23])([CH3:17])([CH3:18])[CH3:16], predict the reactants needed to synthesize it. The reactants are: [Na+].[CH3:2][C:3]1[CH:4]=[CH:5][C:6]2[O:10][C:9]([C:11]([O-:13])=O)=[N:8][C:7]=2[CH:14]=1.[C:15]([O:19][C:20](=[O:42])[C@@H:21]([NH:25][S:26]([C:29]1[CH:34]=[CH:33][C:32]([C:35]2[CH:40]=[CH:39][C:38]([NH2:41])=[CH:37][CH:36]=2)=[CH:31][CH:30]=1)(=[O:28])=[O:27])[CH:22]([CH3:24])[CH3:23])([CH3:18])([CH3:17])[CH3:16].F[P-](F)(F)(F)(F)F.N1(O[P+](N(C)C)(N(C)C)N(C)C)C2C=CC=CC=2N=N1.C(N(CC)C(C)C)(C)C. (2) Given the product [CH2:6]([O:5][C:3]([C@@H:2]([O:1][C:23](=[O:24])[C:22]1[CH:21]=[CH:20][C:19]([N+:16]([O-:18])=[O:17])=[CH:27][CH:26]=1)[CH2:8][CH2:9][C:10]1[CH:11]=[CH:12][CH:13]=[CH:14][CH:15]=1)=[O:4])[CH3:7], predict the reactants needed to synthesize it. The reactants are: [OH:1][C@H:2]([CH2:8][CH2:9][C:10]1[CH:15]=[CH:14][CH:13]=[CH:12][CH:11]=1)[C:3]([O:5][CH2:6][CH3:7])=[O:4].[N+:16]([C:19]1[CH:27]=[CH:26][C:22]([C:23](O)=[O:24])=[CH:21][CH:20]=1)([O-:18])=[O:17].C1(P(C2C=CC=CC=2)C2C=CC=CC=2)C=CC=CC=1.N(C(OCC)=O)=NC(OCC)=O.